This data is from TCR-epitope binding with 47,182 pairs between 192 epitopes and 23,139 TCRs. The task is: Binary Classification. Given a T-cell receptor sequence (or CDR3 region) and an epitope sequence, predict whether binding occurs between them. (1) The epitope is YLNTLTLAV. The TCR CDR3 sequence is CASSDGTLLETQYF. Result: 1 (the TCR binds to the epitope). (2) The epitope is EEHVQIHTI. The TCR CDR3 sequence is CASSSSGTGYGYTF. Result: 0 (the TCR does not bind to the epitope). (3) The epitope is YEGNSPFHPL. The TCR CDR3 sequence is CASSPPDRSSGNTIYF. Result: 0 (the TCR does not bind to the epitope). (4) The epitope is VLWAHGFEL. The TCR CDR3 sequence is CASGLGQNTGELFF. Result: 1 (the TCR binds to the epitope). (5) The epitope is LSDDAVVCFNSTY. The TCR CDR3 sequence is CASSQVDSYGYTF. Result: 0 (the TCR does not bind to the epitope). (6) The epitope is FTISVTTEIL. The TCR CDR3 sequence is CASSPGPHSYEQYF. Result: 1 (the TCR binds to the epitope). (7) The epitope is KLNVGDYFV. The TCR CDR3 sequence is CASSLGSTPYEQYF. Result: 0 (the TCR does not bind to the epitope).